Dataset: CYP2D6 inhibition data for predicting drug metabolism from PubChem BioAssay. Task: Regression/Classification. Given a drug SMILES string, predict its absorption, distribution, metabolism, or excretion properties. Task type varies by dataset: regression for continuous measurements (e.g., permeability, clearance, half-life) or binary classification for categorical outcomes (e.g., BBB penetration, CYP inhibition). Dataset: cyp2d6_veith. (1) The compound is COc1cc([C@@H](O)CN)ccc1O. The result is 0 (non-inhibitor). (2) The drug is CCOc1cc2c(C)cc(=O)oc2cc1Cl. The result is 0 (non-inhibitor). (3) The compound is COc1cc(COc2cc(N)c(Cl)cc2C(=O)CCC2CCN(CCNS(C)(=O)=O)CC2)cc(OC)c1. The result is 1 (inhibitor). (4) The drug is Br.NCCC1([N+](=O)[O-])CCNCC1. The result is 0 (non-inhibitor). (5) The result is 0 (non-inhibitor). The drug is N=c1c[n+](N2CCOCC2)[n-]o1. (6) The molecule is Cc1ccc(-n2[nH]c(C)c(C=Nc3ccc4[nH]c(=O)[nH]c4c3)c2=O)cc1C. The result is 0 (non-inhibitor).